This data is from Reaction yield outcomes from USPTO patents with 853,638 reactions. The task is: Predict the reaction yield, written as a fraction of the theoretical maximum amount of product (1.0 means a 100% yield; for example, 0.34 means a 34% yield). (1) The reactants are [Br:1][C:2]1[CH:7]=[CH:6][C:5]([CH:8]([NH:12][C:13]([O:15][C:16]([CH3:19])([CH3:18])[CH3:17])=[O:14])[C:9]([OH:11])=[O:10])=[CH:4][CH:3]=1.C(=O)([O-])O.[K+].[CH2:25](Br)[C:26]1[CH:31]=[CH:30][CH:29]=[CH:28][CH:27]=1.O. The catalyst is CN(C)C=O. The product is [CH2:25]([O:10][C:9](=[O:11])[CH:8]([C:5]1[CH:4]=[CH:3][C:2]([Br:1])=[CH:7][CH:6]=1)[NH:12][C:13]([O:15][C:16]([CH3:19])([CH3:18])[CH3:17])=[O:14])[C:26]1[CH:31]=[CH:30][CH:29]=[CH:28][CH:27]=1. The yield is 0.500. (2) The reactants are Cl.[C:2]1([C:13]2[CH:18]=[CH:17][CH:16]=[CH:15][CH:14]=2)[CH:7]=[CH:6][C:5]([O:8][CH:9]2[CH2:12][NH:11][CH2:10]2)=[CH:4][CH:3]=1.C(N(CC)CC)C.[CH:26]1[CH:31]=[N:30][CH:29]=[C:28]([N:32]=[C:33]=[O:34])[CH:27]=1. The catalyst is ClCCl. The product is [N:30]1[CH:31]=[CH:26][CH:27]=[C:28]([NH:32][C:33]([N:11]2[CH2:12][CH:9]([O:8][C:5]3[CH:6]=[CH:7][C:2]([C:13]4[CH:18]=[CH:17][CH:16]=[CH:15][CH:14]=4)=[CH:3][CH:4]=3)[CH2:10]2)=[O:34])[CH:29]=1. The yield is 0.360. (3) The reactants are [Br:1][C:2]1[CH:3]=[CH:4][C:5]([O:34][CH3:35])=[C:6]([N:8]2[C:17]3[C:12](=[CH:13][C:14]([S:18](OC4C(F)=C(F)C(F)=C(F)C=4F)(=[O:20])=[O:19])=[CH:15][CH:16]=3)[CH:11]=[CH:10][C:9]2=[O:33])[CH:7]=1.[O:36]1[CH:40]=[CH:39][C:38]([NH2:41])=[N:37]1.C[Si]([N-][Si](C)(C)C)(C)C.[Li+].Cl. The catalyst is C1COCC1. The product is [Br:1][C:2]1[CH:3]=[CH:4][C:5]([O:34][CH3:35])=[C:6]([N:8]2[C:17]3[C:12](=[CH:13][C:14]([S:18]([NH:41][C:38]4[CH:39]=[CH:40][O:36][N:37]=4)(=[O:20])=[O:19])=[CH:15][CH:16]=3)[CH:11]=[CH:10][C:9]2=[O:33])[CH:7]=1. The yield is 0.870. (4) The reactants are [Cl:1][C:2]1[CH:7]=[CH:6][C:5](B(O)O)=[CH:4][CH:3]=1.[NH2:11][C:12]1[C:21](Br)=[N:20][C:19]([Br:23])=[CH:18][C:13]=1[C:14]([O:16][CH3:17])=[O:15].C(=O)([O-])[O-].[Na+].[Na+]. No catalyst specified. The product is [NH2:11][C:12]1[C:21]([C:5]2[CH:6]=[CH:7][C:2]([Cl:1])=[CH:3][CH:4]=2)=[N:20][C:19]([Br:23])=[CH:18][C:13]=1[C:14]([O:16][CH3:17])=[O:15]. The yield is 0.700. (5) The reactants are [Cl:1][C:2]1[CH:3]=[N+:4]([O-:27])[CH:5]=[C:6]([Cl:26])[C:7]=1[CH2:8][C@@H:9]([C:11]1[CH:16]=[CH:15][C:14]([O:17][CH:18]([F:20])[F:19])=[C:13]([O:21][CH2:22][CH:23]2[CH2:25][CH2:24]2)[CH:12]=1)[OH:10].C(Cl)CCl.[CH3:32][O:33][C:34]1[CH:42]=[CH:41][C:40]([CH2:43][NH:44][S:45]([CH3:48])(=[O:47])=[O:46])=[CH:39][C:35]=1[C:36](O)=[O:37]. The catalyst is CN(C1C=CN=CC=1)C.C(Cl)Cl. The product is [Cl:1][C:2]1[CH:3]=[N+:4]([O-:27])[CH:5]=[C:6]([Cl:26])[C:7]=1[CH2:8][C@@H:9]([C:11]1[CH:16]=[CH:15][C:14]([O:17][CH:18]([F:20])[F:19])=[C:13]([O:21][CH2:22][CH:23]2[CH2:25][CH2:24]2)[CH:12]=1)[O:10][C:36](=[O:37])[C:35]1[CH:39]=[C:40]([CH2:43][NH:44][S:45]([CH3:48])(=[O:47])=[O:46])[CH:41]=[CH:42][C:34]=1[O:33][CH3:32]. The yield is 0.400. (6) The reactants are [Cl:1][C:2]1[C:10]2[C:5](=[CH:6][C:7]([F:14])=[C:8]([N+:11]([O-])=O)[CH:9]=2)[NH:4][N:3]=1.Cl[Sn]Cl. The catalyst is CCO.CCOC(C)=O.[OH-].[Na+]. The product is [Cl:1][C:2]1[C:10]2[C:5](=[CH:6][C:7]([F:14])=[C:8]([NH2:11])[CH:9]=2)[NH:4][N:3]=1. The yield is 0.510. (7) The reactants are [C:1]([O:4][C:5](=[O:7])[CH3:6])(=O)[CH3:2].N1C=CC=CC=1.[CH2:14]([CH:17]1[CH2:22][CH2:21]C(CO)[CH2:19][CH2:18]1)[C:15]#[CH:16].O. The catalyst is CCOCC. The product is [C:5]([O:4][CH2:1][CH:2]1[CH2:21][CH2:22][CH:17]([CH2:14][C:15]#[CH:16])[CH2:18][CH2:19]1)(=[O:7])[CH3:6]. The yield is 0.470. (8) The catalyst is C1C=CC(/C=C/C(/C=C/C2C=CC=CC=2)=O)=CC=1.C1C=CC(/C=C/C(/C=C/C2C=CC=CC=2)=O)=CC=1.C1C=CC(/C=C/C(/C=C/C2C=CC=CC=2)=O)=CC=1.[Pd].[Pd]. The reactants are Cl[C:2]1[N:3]=[C:4]([NH:11][C:12]2[CH:17]=[CH:16][C:15]([O:18][CH3:19])=[C:14]([O:20][CH3:21])[CH:13]=2)[C:5]2[N:10]=[CH:9][S:8][C:6]=2[N:7]=1.[CH3:27][CH:53]([C:55]1C=[C:27]([CH:53]([CH3:55])[CH3:54])C(C2C=CC=CC=2P(C2CCCCC2)C2CCCCC2)=[C:27]([CH:53]([CH3:55])[CH3:54])C=1)[CH3:54].[C:56]([O-:59])([O-])=[O:57].[Cs+].[Cs+].O1[CH2:67][CH2:66]OCC1. The yield is 0.878. The product is [CH3:21][O:20][C:14]1[CH:13]=[C:12]([NH:11][C:4]2[C:5]3[N:10]=[CH:9][S:8][C:6]=3[N:7]=[C:2]([N:3]3[CH2:67][CH2:66][CH:5]([NH:10][C:56](=[O:57])[O:59][C:53]([CH3:27])([CH3:54])[CH3:55])[CH2:4]3)[N:3]=2)[CH:17]=[CH:16][C:15]=1[O:18][CH3:19]. (9) The reactants are [Cl:1][C:2]1[CH:3]=[CH:4][C:5]([O:31][CH3:32])=[C:6]([C:8]2[C:12]([NH:13][C:14]([C:16]3[C:24]4[N:23]=[CH:22][N:21]=[CH:20][C:19]=4[NH:18][N:17]=3)=[O:15])=[CH:11][N:10]([C:25]([CH3:30])([CH3:29])[C:26](O)=[O:27])[N:9]=2)[CH:7]=1.[NH:33]1[CH2:36][CH2:35][CH2:34]1.C(N(CC)C(C)C)(C)C. The catalyst is CN(C)C=O. The product is [N:33]1([C:26](=[O:27])[C:25]([N:10]2[CH:11]=[C:12]([NH:13][C:14]([C:16]3[C:24]4[N:23]=[CH:22][N:21]=[CH:20][C:19]=4[NH:18][N:17]=3)=[O:15])[C:8]([C:6]3[CH:7]=[C:2]([Cl:1])[CH:3]=[CH:4][C:5]=3[O:31][CH3:32])=[N:9]2)([CH3:30])[CH3:29])[CH2:36][CH2:35][CH2:34]1. The yield is 0.600.